Dataset: Full USPTO retrosynthesis dataset with 1.9M reactions from patents (1976-2016). Task: Predict the reactants needed to synthesize the given product. (1) Given the product [CH3:18][O:17][N:7]([CH2:8][C:9]1[CH:10]=[CH:11][C:12]([O:15][CH3:16])=[CH:13][CH:14]=1)[C:6]([C:5]1[CH2:30][N:31]([CH3:32])[C:3](=[O:21])[C:4]=1[OH:20])=[O:19], predict the reactants needed to synthesize it. The reactants are: CO[C:3](=[O:21])[C:4]([OH:20])=[CH:5][C:6](=[O:19])[N:7]([O:17][CH3:18])[CH2:8][C:9]1[CH:14]=[CH:13][C:12]([O:15][CH3:16])=[CH:11][CH:10]=1.C=O.CN.ClC1C=C(C=CC=1Cl)[CH2:30][N:31](C)[C:32](C1CN(C)C(=O)C=1O)=O. (2) Given the product [Br:1][C:2]([Br:14])=[CH:3][C:4]1[CH:9]=[CH:8][CH:7]=[C:6]([CH3:10])[C:5]=1[NH2:11], predict the reactants needed to synthesize it. The reactants are: [Br:1][C:2]([Br:14])=[CH:3][C:4]1[CH:9]=[CH:8][CH:7]=[C:6]([CH3:10])[C:5]=1[N+:11]([O-])=O. (3) Given the product [Br:1][C:2]1[CH:10]=[CH:9][C:5]([C:6]([N:25]2[CH2:26][CH2:27][N:22]([C:15]3[C:14]([CH3:13])=[CH:19][C:18]([CH3:20])=[C:17]([CH3:21])[N:16]=3)[CH2:23][CH2:24]2)=[O:7])=[C:4]([F:11])[CH:3]=1, predict the reactants needed to synthesize it. The reactants are: [Br:1][C:2]1[CH:10]=[CH:9][C:5]([C:6](Cl)=[O:7])=[C:4]([F:11])[CH:3]=1.Cl.[CH3:13][C:14]1[C:15]([N:22]2[CH2:27][CH2:26][NH:25][CH2:24][CH2:23]2)=[N:16][C:17]([CH3:21])=[C:18]([CH3:20])[CH:19]=1. (4) Given the product [Cl:19][C:17]1[CH:16]=[CH:15][C:14]2[N:8]([CH2:7][C:6]([CH3:44])([CH3:45])[CH2:5][OH:4])[C:9](=[O:43])[C@@H:10]([CH2:28][C:29]([NH:31][C:32]3[CH:33]=[CH:34][C:35]([CH3:42])=[C:36]([CH:41]=3)[C:37]([OH:39])=[O:38])=[O:30])[O:11][C@@H:12]([CH2:20][CH:21]([CH3:27])[CH2:22][CH3:23])[C:13]=2[CH:18]=1, predict the reactants needed to synthesize it. The reactants are: C([O:4][CH2:5][C:6]([CH3:45])([CH3:44])[CH2:7][N:8]1[C:14]2[CH:15]=[CH:16][C:17]([Cl:19])=[CH:18][C:13]=2[C@H:12]([C:20]2C=C[CH:23]=[C:22](C)[C:21]=2[CH3:27])[O:11][C@H:10]([CH2:28][C:29]([NH:31][C:32]2[CH:33]=[CH:34][C:35]([CH3:42])=[C:36]([CH:41]=2)[C:37]([O:39]C)=[O:38])=[O:30])[C:9]1=[O:43])(=O)C.[OH-].[Na+].C(O)C. (5) Given the product [O:27]=[C:22]1[CH2:23][CH2:24][C:25](=[O:26])[N:21]1[O:18][C:17]([C:10]1[C:11]2[CH2:15][C:14](=[O:16])[CH2:13][C:12]=2[N:8]([CH2:1][C:2]2[CH:3]=[CH:4][CH:5]=[CH:6][CH:7]=2)[N:9]=1)=[O:19], predict the reactants needed to synthesize it. The reactants are: [CH2:1]([N:8]1[C:12]2[CH2:13][C:14](=[O:16])[CH2:15][C:11]=2[C:10]([C:17]([OH:19])=[O:18])=[N:9]1)[C:2]1[CH:7]=[CH:6][CH:5]=[CH:4][CH:3]=1.O[N:21]1[C:25](=[O:26])[CH2:24][CH2:23][C:22]1=[O:27].C(Cl)CCl. (6) Given the product [F:1][C:2]1[CH:21]=[CH:20][CH:19]=[CH:18][C:3]=1[CH2:4][N:5]1[C:9]2=[N:10][CH:11]=[CH:12][CH:13]=[C:8]2[C:7]([C:14]2[NH:15][C:27](=[S:28])[O:17][N:16]=2)=[N:6]1, predict the reactants needed to synthesize it. The reactants are: [F:1][C:2]1[CH:21]=[CH:20][CH:19]=[CH:18][C:3]=1[CH2:4][N:5]1[C:9]2=[N:10][CH:11]=[CH:12][CH:13]=[C:8]2[C:7]([C:14](=[N:16][OH:17])[NH2:15])=[N:6]1.C1N=CN([C:27](N2C=NC=C2)=[S:28])C=1.N12CCCC1=NCCC2. (7) Given the product [O:15]=[C:14]1[CH:4]2[CH2:3][CH:2]([CH2:6][N:5]2[C:7]([O:9][C:10]([CH3:11])([CH3:12])[CH3:13])=[O:8])[O:16]1, predict the reactants needed to synthesize it. The reactants are: O[C@H:2]1[CH2:6][N:5]([C:7]([O:9][C:10]([CH3:13])([CH3:12])[CH3:11])=[O:8])[C@H:4]([C:14]([O:16]C)=[O:15])[CH2:3]1.C1C=CC(P(C2C=CC=CC=2)C2C=CC=CC=2)=CC=1.CC(OC(/N=N/C(OC(C)C)=O)=O)C.